Task: Predict which catalyst facilitates the given reaction.. Dataset: Catalyst prediction with 721,799 reactions and 888 catalyst types from USPTO (1) Reactant: [C:1]([O:5][C:6]([N:8]1[CH2:13][CH2:12][N:11]([C:14]2[N:19]=[C:18]3[NH:20][C:21]([C:23]([C:25]4[CH:30]=[CH:29][N:28]=[C:27](Br)[CH:26]=4)=[O:24])=[N:22][C:17]3=[CH:16][CH:15]=2)[CH2:10][CH2:9]1)=[O:7])([CH3:4])([CH3:3])[CH3:2].[C:32]([O:36][C:37]([N:39]1[C:43]([CH3:44])=[C:42](B2OC(C)(C)C(C)(C)O2)[C:41]([CH3:54])=[N:40]1)=[O:38])([CH3:35])([CH3:34])[CH3:33].[O-]P([O-])([O-])=O.[K+].[K+].[K+].O1CCOCC1. Product: [C:1]([O:5][C:6]([N:8]1[CH2:13][CH2:12][N:11]([C:14]2[N:19]=[C:18]3[NH:20][C:21]([C:23]([C:25]4[CH:30]=[CH:29][N:28]=[C:27]([C:42]5[C:41]([CH3:54])=[N:40][N:39]([C:37]([O:36][C:32]([CH3:34])([CH3:33])[CH3:35])=[O:38])[C:43]=5[CH3:44])[CH:26]=4)=[O:24])=[N:22][C:17]3=[CH:16][CH:15]=2)[CH2:10][CH2:9]1)=[O:7])([CH3:4])([CH3:3])[CH3:2]. The catalyst class is: 6. (2) Product: [OH:3][CH2:4][C:6]1[S:7][C:8]2[C:14]([O:15][CH3:16])=[C:13]([O:17][CH3:18])[C:12]([O:19][CH3:20])=[CH:11][C:9]=2[N:10]=1. The catalyst class is: 5. Reactant: C([O:3][C:4]([C:6]1[S:7][C:8]2[C:14]([O:15][CH3:16])=[C:13]([O:17][CH3:18])[C:12]([O:19][CH3:20])=[CH:11][C:9]=2[N:10]=1)=O)C.[BH4-].[Na+]. (3) Reactant: Cl.NO.C([N:6](C(C)C)C(C)C)C.C(OC([NH:18][C:19]([NH:21][C:22]1[CH:27]=[C:26]([Br:28])[CH:25]=[CH:24][N:23]=1)=S)=O)C. Product: [Br:28][C:26]1[CH:25]=[CH:24][N:23]2[N:6]=[C:19]([NH2:18])[N:21]=[C:22]2[CH:27]=1. The catalyst class is: 8. (4) Reactant: [CH:1]1([NH:7][C:8]2[N:16]=[C:15]([NH:17][C:18]3[CH:23]=[CH:22][C:21]([N:24]4[CH2:29][CH2:28][NH:27][CH2:26][CH2:25]4)=[CH:20][C:19]=3[O:30][CH3:31])[N:14]=[C:13]3[C:9]=2[N:10]=[CH:11][NH:12]3)[CH2:6][CH2:5][CH2:4][CH2:3][CH2:2]1.Cl[CH2:33][CH2:34][N:35]1[CH2:39][CH2:38][CH2:37][CH2:36]1.CCN(C(C)C)C(C)C. Product: [CH:1]1([NH:7][C:8]2[N:16]=[C:15]([NH:17][C:18]3[CH:23]=[CH:22][C:21]([N:24]4[CH2:25][CH2:26][N:27]([CH2:33][CH2:34][N:35]5[CH2:39][CH2:38][CH2:37][CH2:36]5)[CH2:28][CH2:29]4)=[CH:20][C:19]=3[O:30][CH3:31])[N:14]=[C:13]3[C:9]=2[N:10]=[CH:11][NH:12]3)[CH2:2][CH2:3][CH2:4][CH2:5][CH2:6]1. The catalyst class is: 3.